This data is from Catalyst prediction with 721,799 reactions and 888 catalyst types from USPTO. The task is: Predict which catalyst facilitates the given reaction. (1) Reactant: C1C=CC2N(O)N=[N:7][C:5]=2C=1.CCN(C(C)C)C(C)C.[O:20]=[C:21]([N:26]1[CH2:31][CH2:30][N:29]([C:32](=[O:43])[C:33]2[CH:38]=[CH:37][CH:36]=[CH:35][C:34]=2[C:39]([F:42])([F:41])[F:40])[CH2:28][CH2:27]1)[CH2:22][C:23]([OH:25])=O.CCN=C=NCCCN(C)C.Cl.[CH2:56]([O:63][C:64]1N=C[C:67]([NH2:70])=[CH:66][CH:65]=1)[C:57]1[CH:62]=[CH:61][CH:60]=[CH:59][CH:58]=1. Product: [CH2:56]([O:63][C:64]1[CH:65]=[CH:66][C:67]([NH:70][C:23](=[O:25])[CH2:22][C:21](=[O:20])[N:26]2[CH2:27][CH2:28][N:29]([C:32](=[O:43])[C:33]3[CH:38]=[CH:37][CH:36]=[CH:35][C:34]=3[C:39]([F:40])([F:42])[F:41])[CH2:30][CH2:31]2)=[N:7][CH:5]=1)[C:57]1[CH:58]=[CH:59][CH:60]=[CH:61][CH:62]=1. The catalyst class is: 18. (2) The catalyst class is: 343. Product: [ClH:22].[ClH:22].[CH3:20][C:16]1[N:15]=[C:14]([N:11]2[CH2:12][CH2:13][CH:8]([NH2:7])[CH2:9][CH2:10]2)[CH:19]=[CH:18][N:17]=1. Reactant: C(OC(=O)[NH:7][CH:8]1[CH2:13][CH2:12][N:11]([C:14]2[CH:19]=[CH:18][N:17]=[C:16]([CH3:20])[N:15]=2)[CH2:10][CH2:9]1)(C)(C)C.[ClH:22]. (3) Reactant: [CH2:1]([C:5]1[CH:10]=[CH:9][C:8]([OH:11])=[CH:7][C:6]=1[O:12][CH2:13][CH2:14][C:15]1[N:16]=[C:17]([C:21]2[CH:26]=[CH:25][C:24]([C:27]3[CH:32]=[CH:31][CH:30]=[CH:29][CH:28]=3)=[CH:23][CH:22]=2)[O:18][C:19]=1[CH3:20])[CH2:2][CH2:3][CH3:4].Br[C:34]([CH3:41])([CH3:40])[C:35]([O:37][CH2:38][CH3:39])=[O:36].C(=O)([O-])[O-].[Cs+].[Cs+]. Product: [CH2:38]([O:37][C:35](=[O:36])[C:34]([O:11][C:8]1[CH:9]=[CH:10][C:5]([CH2:1][CH2:2][CH2:3][CH3:4])=[C:6]([O:12][CH2:13][CH2:14][C:15]2[N:16]=[C:17]([C:21]3[CH:22]=[CH:23][C:24]([C:27]4[CH:32]=[CH:31][CH:30]=[CH:29][CH:28]=4)=[CH:25][CH:26]=3)[O:18][C:19]=2[CH3:20])[CH:7]=1)([CH3:41])[CH3:40])[CH3:39]. The catalyst class is: 3. (4) Reactant: [CH3:1][N:2]([C:4]([N:6]=[C:7]([NH2:9])[NH2:8])=[NH:5])[CH3:3].Cl.[OH-].[Na+].[C:13]([OH:21])(=[O:20])[CH:14]([CH2:16][C:17]([OH:19])=[O:18])[OH:15].CO. Product: [CH3:1][N:2]([C:4]([NH:6][C:7]([NH2:9])=[NH:8])=[NH:5])[CH3:3].[C:13]([O-:21])(=[O:20])[CH:14]([CH2:16][C:17]([O-:19])=[O:18])[OH:15]. The catalyst class is: 8. (5) Reactant: CS(C)=O.[CH3:5][S:6]([OH:9])(=[O:8])=[O:7].[CH3:10][C:11]1[CH:19]=[C:18]([C:20]([NH:22][C:23]2[CH:28]=[CH:27][CH:26]=[C:25]([C:29]3[C:38]4[C:33](=[CH:34][C:35]([O:41][CH3:42])=[C:36]([O:39][CH3:40])[CH:37]=4)[N:32]=[C:31]([NH:43][CH3:44])[N:30]=3)[CH:24]=2)=[O:21])[CH:17]=[CH:16][C:12]=1[C:13]([OH:15])=[O:14]. Product: [CH3:5][S:6]([OH:9])(=[O:8])=[O:7].[CH3:10][C:11]1[CH:19]=[C:18]([C:20]([NH:22][C:23]2[CH:28]=[CH:27][CH:26]=[C:25]([C:29]3[C:38]4[C:33](=[CH:34][C:35]([O:41][CH3:42])=[C:36]([O:39][CH3:40])[CH:37]=4)[N:32]=[C:31]([NH:43][CH3:44])[N:30]=3)[CH:24]=2)=[O:21])[CH:17]=[CH:16][C:12]=1[C:13]([OH:15])=[O:14]. The catalyst class is: 41. (6) Product: [CH3:39][O:38][CH2:37][CH2:36][O:35][C:33]([NH:2][C@@H:3]1[CH2:7][CH2:6][N:5]([C:8]2[CH:13]=[CH:12][C:11]([N:14]3[CH2:18][C@H:17]([CH2:19][N:20]4[CH:24]=[CH:23][N:22]=[N:21]4)[O:16][C:15]3=[O:25])=[CH:10][C:9]=2[F:26])[CH2:4]1)=[O:34]. Reactant: Cl.[NH2:2][C@@H:3]1[CH2:7][CH2:6][N:5]([C:8]2[CH:13]=[CH:12][C:11]([N:14]3[CH2:18][C@H:17]([CH2:19][N:20]4[CH:24]=[CH:23][N:22]=[N:21]4)[O:16][C:15]3=[O:25])=[CH:10][C:9]=2[F:26])[CH2:4]1.C(=O)(O)[O-].[Na+].Cl[C:33]([O:35][CH2:36][CH2:37][O:38][CH3:39])=[O:34]. The catalyst class is: 4.